From a dataset of NCI-60 drug combinations with 297,098 pairs across 59 cell lines. Regression. Given two drug SMILES strings and cell line genomic features, predict the synergy score measuring deviation from expected non-interaction effect. (1) Drug 1: CC1CC(C(C(C=C(C(C(C=CC=C(C(=O)NC2=CC(=O)C(=C(C1)C2=O)OC)C)OC)OC(=O)N)C)C)O)OC. Drug 2: CCC1=C2CN3C(=CC4=C(C3=O)COC(=O)C4(CC)O)C2=NC5=C1C=C(C=C5)O. Cell line: HCT116. Synergy scores: CSS=59.1, Synergy_ZIP=3.68, Synergy_Bliss=4.46, Synergy_Loewe=2.04, Synergy_HSA=7.17. (2) Drug 1: CC(C1=C(C=CC(=C1Cl)F)Cl)OC2=C(N=CC(=C2)C3=CN(N=C3)C4CCNCC4)N. Drug 2: CC1CCC2CC(C(=CC=CC=CC(CC(C(=O)C(C(C(=CC(C(=O)CC(OC(=O)C3CCCCN3C(=O)C(=O)C1(O2)O)C(C)CC4CCC(C(C4)OC)O)C)C)O)OC)C)C)C)OC. Cell line: CAKI-1. Synergy scores: CSS=52.1, Synergy_ZIP=3.69, Synergy_Bliss=4.41, Synergy_Loewe=-6.15, Synergy_HSA=9.91. (3) Drug 1: C1CCC(C1)C(CC#N)N2C=C(C=N2)C3=C4C=CNC4=NC=N3. Drug 2: CC1CCC2CC(C(=CC=CC=CC(CC(C(=O)C(C(C(=CC(C(=O)CC(OC(=O)C3CCCCN3C(=O)C(=O)C1(O2)O)C(C)CC4CCC(C(C4)OC)OCCO)C)C)O)OC)C)C)C)OC. Cell line: A498. Synergy scores: CSS=7.68, Synergy_ZIP=-7.85, Synergy_Bliss=-6.21, Synergy_Loewe=-15.3, Synergy_HSA=-6.72. (4) Cell line: MDA-MB-435. Drug 1: CC1=C2C(C(=O)C3(C(CC4C(C3C(C(C2(C)C)(CC1OC(=O)C(C(C5=CC=CC=C5)NC(=O)OC(C)(C)C)O)O)OC(=O)C6=CC=CC=C6)(CO4)OC(=O)C)O)C)O. Synergy scores: CSS=37.7, Synergy_ZIP=-4.89, Synergy_Bliss=-3.48, Synergy_Loewe=-26.2, Synergy_HSA=-2.09. Drug 2: CCN(CC)CCCC(C)NC1=C2C=C(C=CC2=NC3=C1C=CC(=C3)Cl)OC. (5) Drug 1: C(=O)(N)NO. Drug 2: CC1C(C(CC(O1)OC2CC(CC3=C2C(=C4C(=C3O)C(=O)C5=C(C4=O)C(=CC=C5)OC)O)(C(=O)CO)O)N)O.Cl. Cell line: K-562. Synergy scores: CSS=32.1, Synergy_ZIP=3.08, Synergy_Bliss=5.23, Synergy_Loewe=-27.1, Synergy_HSA=1.14. (6) Drug 1: C1CCN(CC1)CCOC2=CC=C(C=C2)C(=O)C3=C(SC4=C3C=CC(=C4)O)C5=CC=C(C=C5)O. Drug 2: CC1=C2C(C(=O)C3(C(CC4C(C3C(C(C2(C)C)(CC1OC(=O)C(C(C5=CC=CC=C5)NC(=O)OC(C)(C)C)O)O)OC(=O)C6=CC=CC=C6)(CO4)OC(=O)C)OC)C)OC. Cell line: HS 578T. Synergy scores: CSS=43.8, Synergy_ZIP=6.62, Synergy_Bliss=4.45, Synergy_Loewe=-31.4, Synergy_HSA=0.786. (7) Synergy scores: CSS=46.3, Synergy_ZIP=7.68, Synergy_Bliss=7.17, Synergy_Loewe=-18.5, Synergy_HSA=7.31. Cell line: SF-295. Drug 2: CC1CCCC2(C(O2)CC(NC(=O)CC(C(C(=O)C(C1O)C)(C)C)O)C(=CC3=CSC(=N3)C)C)C. Drug 1: CS(=O)(=O)CCNCC1=CC=C(O1)C2=CC3=C(C=C2)N=CN=C3NC4=CC(=C(C=C4)OCC5=CC(=CC=C5)F)Cl. (8) Drug 1: C1C(C(OC1N2C=C(C(=O)NC2=O)F)CO)O. Drug 2: CC1C(C(CC(O1)OC2CC(CC3=C2C(=C4C(=C3O)C(=O)C5=CC=CC=C5C4=O)O)(C(=O)C)O)N)O. Cell line: HCT-15. Synergy scores: CSS=32.8, Synergy_ZIP=-7.69, Synergy_Bliss=-9.86, Synergy_Loewe=-10.3, Synergy_HSA=-3.89.